Dataset: Retrosynthesis with 50K atom-mapped reactions and 10 reaction types from USPTO. Task: Predict the reactants needed to synthesize the given product. (1) Given the product CC(C)(C)OC(=O)Nc1ncc(Br)nc1-c1nnc(-c2ccccc2)o1, predict the reactants needed to synthesize it. The reactants are: CC(C)(C)OC(=O)OC(=O)OC(C)(C)C.Nc1ncc(Br)nc1-c1nnc(-c2ccccc2)o1. (2) Given the product CC(=O)Nc1c(Cl)cn[nH]c1=O, predict the reactants needed to synthesize it. The reactants are: CC(=O)Cl.Nc1c(Cl)cn[nH]c1=O.